From a dataset of Peptide-MHC class I binding affinity with 185,985 pairs from IEDB/IMGT. Regression. Given a peptide amino acid sequence and an MHC pseudo amino acid sequence, predict their binding affinity value. This is MHC class I binding data. (1) The peptide sequence is SIMAFILGII. The MHC is HLA-A68:02 with pseudo-sequence HLA-A68:02. The binding affinity (normalized) is 0.735. (2) The peptide sequence is MEITAEWLW. The MHC is HLA-B58:01 with pseudo-sequence HLA-B58:01. The binding affinity (normalized) is 0.844. (3) The peptide sequence is VPRDRNGTF. The MHC is HLA-A02:06 with pseudo-sequence HLA-A02:06. The binding affinity (normalized) is 0.0847. (4) The peptide sequence is AMYDPQTYY. The MHC is HLA-B18:01 with pseudo-sequence HLA-B18:01. The binding affinity (normalized) is 0.0847. (5) The peptide sequence is IHLDKGGQF. The MHC is HLA-B46:01 with pseudo-sequence HLA-B46:01. The binding affinity (normalized) is 0.0847. (6) The peptide sequence is GLRQQLEDI. The MHC is HLA-A02:03 with pseudo-sequence HLA-A02:03. The binding affinity (normalized) is 0.857. (7) The peptide sequence is EKLKKKSAF. The MHC is HLA-B46:01 with pseudo-sequence HLA-B46:01. The binding affinity (normalized) is 0.0847. (8) The binding affinity (normalized) is 0.0847. The MHC is HLA-A01:01 with pseudo-sequence HLA-A01:01. The peptide sequence is KTFPPTEPK. (9) The peptide sequence is TFFSYLMKDK. The MHC is HLA-A33:01 with pseudo-sequence HLA-A33:01. The binding affinity (normalized) is 0.270.